This data is from Reaction yield outcomes from USPTO patents with 853,638 reactions. The task is: Predict the reaction yield, written as a fraction of the theoretical maximum amount of product (1.0 means a 100% yield; for example, 0.34 means a 34% yield). (1) The reactants are [C:1]([O:4][C@@H:5]1[CH2:9][N:8]([C:10]([O:12][C:13]([CH3:16])([CH3:15])[CH3:14])=[O:11])[C@@:7]([CH2:21][O:22][SiH3])(C(C)(C)C)[C:6]1(C1C=CC=CC=1)C1C=CC=CC=1)(=[O:3])[CH3:2].C(O)(=O)C.CCCC[N+](CCCC)(CCCC)CCCC.[F-]. The catalyst is C1COCC1. The product is [C:1]([O:4][C@@H:5]1[CH2:9][N:8]([C:10]([O:12][C:13]([CH3:15])([CH3:14])[CH3:16])=[O:11])[C@H:7]([CH2:21][OH:22])[CH2:6]1)(=[O:3])[CH3:2]. The yield is 0.0800. (2) The catalyst is N1C2C(=CC=CC=2)C=CC=1. The product is [CH3:1][N:2]([CH2:3][CH2:4][C:5]1[C:13]2[CH:12]=[C:11]([CH2:14][C@@H:15]3[NH:16][C:17](=[O:20])[O:18][CH2:19]3)[CH:10]=[CH:9][C:8]=2[NH:7][CH:6]=1)[CH3:24]. The yield is 0.900. The reactants are [CH3:1][N:2]([CH3:24])[CH2:3][CH2:4][C:5]1[C:13]2[C:8](=[CH:9][CH:10]=[C:11]([CH2:14][C@H:15]3[CH2:19][O:18][C:17](=[O:20])[NH:16]3)[CH:12]=2)[NH:7][C:6]=1C(O)=O.C(=O)=O.C(O)(=O)CCC(O)=O. (3) The reactants are [C:1]([O:5][C:6](=[O:27])[CH2:7][CH2:8][CH2:9][CH2:10][CH2:11][C@H:12]([NH2:26])[C:13](=[O:25])[NH:14][C:15]1[CH:16]=[C:17]2[C:22](=[CH:23][CH:24]=1)[N:21]=[CH:20][CH:19]=[CH:18]2)([CH3:4])([CH3:3])[CH3:2].[C:28](Cl)(=[O:35])[C:29]1[CH:34]=[CH:33][CH:32]=[CH:31][CH:30]=1.C(N(CC)CC)C. The catalyst is CC#N. The product is [C:1]([O:5][C:6](=[O:27])[CH2:7][CH2:8][CH2:9][CH2:10][CH2:11][C@H:12]([NH:26][C:28](=[O:35])[C:29]1[CH:34]=[CH:33][CH:32]=[CH:31][CH:30]=1)[C:13](=[O:25])[NH:14][C:15]1[CH:16]=[C:17]2[C:22](=[CH:23][CH:24]=1)[N:21]=[CH:20][CH:19]=[CH:18]2)([CH3:4])([CH3:2])[CH3:3]. The yield is 0.788. (4) The reactants are CCN(C(C)C)C(C)C.[NH:10]1[CH2:15][CH2:14][O:13][CH2:12][CH2:11]1.Br[CH2:17][C:18]1[CH:23]=[C:22]([N+:24]([O-:26])=[O:25])[CH:21]=[CH:20][C:19]=1[F:27].CCOC(C)=O. The catalyst is C1COCC1. The product is [F:27][C:19]1[CH:20]=[CH:21][C:22]([N+:24]([O-:26])=[O:25])=[CH:23][C:18]=1[CH2:17][N:10]1[CH2:15][CH2:14][O:13][CH2:12][CH2:11]1. The yield is 0.810. (5) The reactants are [F:1][C:2]([F:15])([O:6][C:7]1[CH:8]=[C:9]([CH:12]=[CH:13][CH:14]=1)[CH:10]=[O:11])[CH:3]([F:5])[F:4].[O:16]([C:23]1[CH:24]=[C:25]([NH:29][CH2:30][CH:31](O)[C:32]([F:35])([F:34])[F:33])[CH:26]=[CH:27][CH:28]=1)[C:17]1[CH:22]=[CH:21][CH:20]=[CH:19][CH:18]=1. The catalyst is [Zn+2].[I-].[I-].C1(C)C=CC=CC=1. The product is [O:16]([C:23]1[CH:24]=[C:25]([N:29]2[CH2:30][CH:31]([C:32]([F:33])([F:34])[F:35])[O:11][CH:10]2[C:9]2[CH:12]=[CH:13][CH:14]=[C:7]([O:6][C:2]([F:15])([F:1])[CH:3]([F:4])[F:5])[CH:8]=2)[CH:26]=[CH:27][CH:28]=1)[C:17]1[CH:18]=[CH:19][CH:20]=[CH:21][CH:22]=1. The yield is 0.920.